Dataset: Reaction yield outcomes from USPTO patents with 853,638 reactions. Task: Predict the reaction yield, written as a fraction of the theoretical maximum amount of product (1.0 means a 100% yield; for example, 0.34 means a 34% yield). (1) The reactants are [CH3:1][O:2][C:3]1[CH:12]=[C:11]([O:13][CH3:14])[C:10]2[C:5](=[CH:6][CH:7]=[CH:8][CH:9]=2)[N:4]=1.[Li]CCCC.Cl[C:21]([O:23][CH2:24][CH3:25])=[O:22].O. The catalyst is C1COCC1. The product is [CH3:1][O:2][C:3]1[C:12]([C:21]([O:23][CH2:24][CH3:25])=[O:22])=[C:11]([O:13][CH3:14])[C:10]2[C:5](=[CH:6][CH:7]=[CH:8][CH:9]=2)[N:4]=1. The yield is 0.600. (2) The reactants are [Cl:1][C:2]1[N:3]=[C:4](Cl)[C:5]2[S:10][CH:9]=[C:8]([CH3:11])[C:6]=2[N:7]=1.[CH2:13]([NH2:18])[C:14]([CH3:17])([CH3:16])[CH3:15].O. The catalyst is CN(C=O)C. The product is [Cl:1][C:2]1[N:3]=[C:4]([NH:18][CH2:13][C:14]([CH3:17])([CH3:16])[CH3:15])[C:5]2[S:10][CH:9]=[C:8]([CH3:11])[C:6]=2[N:7]=1. The yield is 0.961. (3) The reactants are [Cl-].[Al+3].[Cl-].[Cl-].[H-].[Al+3].[Li+].[H-].[H-].[H-].[CH:11]([C:14]1[CH:19]=[CH:18][C:17]([CH:20]2[C:24]3[C:25]([CH3:43])=[C:26]([NH:31][C:32]([C:34]4[CH:42]=[CH:41][C:37]5[O:38][CH2:39][O:40][C:36]=5[CH:35]=4)=O)[C:27]([CH3:30])=[C:28]([CH3:29])[C:23]=3[O:22][C:21]2([CH3:45])[CH3:44])=[CH:16][CH:15]=1)([CH3:13])[CH3:12].[OH-].[Na+]. The catalyst is O1CCCC1. The product is [O:38]1[C:37]2[CH:41]=[CH:42][C:34]([CH2:32][NH:31][C:26]3[C:27]([CH3:30])=[C:28]([CH3:29])[C:23]4[O:22][C:21]([CH3:45])([CH3:44])[CH:20]([C:17]5[CH:16]=[CH:15][C:14]([CH:11]([CH3:13])[CH3:12])=[CH:19][CH:18]=5)[C:24]=4[C:25]=3[CH3:43])=[CH:35][C:36]=2[O:40][CH2:39]1. The yield is 0.400. (4) The reactants are C1(P(C2C=CC=CC=2)C2C=CC=CC=2)C=CC=CC=1.[CH3:20][O:21][C:22](=[O:35])[C@H:23]([CH2:32][CH2:33]O)[NH:24][C:25]([O:27][C:28]([CH3:31])([CH3:30])[CH3:29])=[O:26].C(Br)(Br)(Br)[Br:37]. The catalyst is C(Cl)Cl. The product is [CH3:20][O:21][C:22](=[O:35])[CH:23]([NH:24][C:25]([O:27][C:28]([CH3:31])([CH3:30])[CH3:29])=[O:26])[CH2:32][CH2:33][Br:37]. The yield is 0.200. (5) The reactants are [C:1]([C:4]1[CH:13]=[CH:12][C:7]([C:8]([O:10][CH3:11])=[O:9])=[C:6]([O:14][CH3:15])[N:5]=1)(=[O:3])[CH3:2].[CH:16]1([CH:21]=O)[CH2:20][CH2:19][CH2:18][CH2:17]1.N1CCCC1.O. The catalyst is CO. The product is [CH:16]1([CH:21]=[CH:2][C:1]([C:4]2[CH:13]=[CH:12][C:7]([C:8]([O:10][CH3:11])=[O:9])=[C:6]([O:14][CH3:15])[N:5]=2)=[O:3])[CH2:20][CH2:19][CH2:18][CH2:17]1. The yield is 0.690. (6) The reactants are [CH3:1][C:2]1[C:7]2[N:8]=[C:9]([NH2:11])[S:10][C:6]=2[CH:5]=[CH:4][CH:3]=1.Br[CH2:13][C:14](=O)[C:15]([O:17][CH2:18][CH3:19])=[O:16]. No catalyst specified. The product is [CH3:1][C:2]1[C:7]2[N:8]3[CH:13]=[C:14]([C:15]([O:17][CH2:18][CH3:19])=[O:16])[N:11]=[C:9]3[S:10][C:6]=2[CH:5]=[CH:4][CH:3]=1. The yield is 0.450.